Dataset: Full USPTO retrosynthesis dataset with 1.9M reactions from patents (1976-2016). Task: Predict the reactants needed to synthesize the given product. (1) Given the product [O:19]([CH2:1][CH2:2][CH2:3][CH2:4][CH2:5][CH2:6][CH2:7][CH2:8][CH2:9][CH2:10][CH2:11][CH2:12][CH2:13][CH2:14][CH2:15][CH2:16][CH2:17][CH2:18][Si:27]([Cl:29])([Cl:28])[Cl:26])[C:20]1[CH:21]=[CH:22][CH:23]=[CH:24][CH:25]=1, predict the reactants needed to synthesize it. The reactants are: [CH2:1]([O:19][C:20]1[CH:25]=[CH:24][CH:23]=[CH:22][CH:21]=1)[CH2:2][CH2:3][CH2:4][CH2:5][CH2:6][CH2:7][CH2:8][CH2:9][CH2:10][CH2:11][CH2:12][CH2:13][CH2:14][CH2:15][CH2:16][CH:17]=[CH2:18].[Cl:26][SiH:27]([Cl:29])[Cl:28]. (2) Given the product [O:18]=[C:9]1[CH:10]=[CH:11][C:12]2[CH2:13][CH2:14][N:15]([C:26]([O:28][C:29]([CH3:32])([CH3:31])[CH3:30])=[O:27])[CH2:16][C:17]=2[NH:8]1, predict the reactants needed to synthesize it. The reactants are: FC(F)(F)C(O)=O.[NH:8]1[C:17]2[CH2:16][NH:15][CH2:14][CH2:13][C:12]=2[CH:11]=[CH:10][C:9]1=[O:18].C(N(CC)CC)C.[C:26](O[C:26]([O:28][C:29]([CH3:32])([CH3:31])[CH3:30])=[O:27])([O:28][C:29]([CH3:32])([CH3:31])[CH3:30])=[O:27].O. (3) Given the product [NH2:7][C:8]1[CH:13]=[CH:12][CH:11]=[CH:10][C:9]=1[NH:14][C:15]([C:17]1[O:18][C:19]2[CH:25]=[CH:24][C:23]([CH2:26][CH2:27][OH:28])=[CH:22][C:20]=2[CH:21]=1)=[O:16], predict the reactants needed to synthesize it. The reactants are: C(OC(=O)[NH:7][C:8]1[CH:13]=[CH:12][CH:11]=[CH:10][C:9]=1[NH:14][C:15]([C:17]1[O:18][C:19]2[CH:25]=[CH:24][C:23]([CH2:26][CH2:27][OH:28])=[CH:22][C:20]=2[CH:21]=1)=[O:16])(C)(C)C.Cl.